Dataset: Forward reaction prediction with 1.9M reactions from USPTO patents (1976-2016). Task: Predict the product of the given reaction. Given the reactants [Cl:1][C:2]1[C:10]2[CH:9]([CH2:11][N+:12]([O-])=O)[O:8][B:7]([OH:15])[C:6]=2[C:5]([O:16][CH2:17][CH2:18][CH2:19][OH:20])=[CH:4][CH:3]=1.[H][H], predict the reaction product. The product is: [ClH:1].[NH2:12][CH2:11][CH:9]1[O:8][B:7]([OH:15])[C:6]2[C:5]([O:16][CH2:17][CH2:18][CH2:19][OH:20])=[CH:4][CH:3]=[C:2]([Cl:1])[C:10]1=2.